From a dataset of Catalyst prediction with 721,799 reactions and 888 catalyst types from USPTO. Predict which catalyst facilitates the given reaction. (1) Reactant: [Br:1][C:2]1[CH:3]=[C:4]([C:9]2[NH:13][C:12]3[CH2:14][CH2:15][CH2:16][CH2:17][C:11]=3[N:10]=2)[C:5]([OH:8])=[N:6][CH:7]=1.[C:18](=O)([O-])[O-].[Cs+].[Cs+].ClCI. Product: [Br:1][C:2]1[CH:7]=[N:6][C:5]2[O:8][CH2:18][N:13]3[C:12]4[CH2:14][CH2:15][CH2:16][CH2:17][C:11]=4[N:10]=[C:9]3[C:4]=2[CH:3]=1. The catalyst class is: 3. (2) Reactant: C([O:8][C:9]1[CH:10]=[C:11]([CH2:15][CH2:16][CH2:17][N:18]2[CH:22]=[CH:21][N:20]=[N:19]2)[CH:12]=[CH:13][CH:14]=1)C1C=CC=CC=1.[H][H]. Product: [N:18]1([CH2:17][CH2:16][CH2:15][C:11]2[CH:10]=[C:9]([OH:8])[CH:14]=[CH:13][CH:12]=2)[CH:22]=[CH:21][N:20]=[N:19]1. The catalyst class is: 43. (3) Reactant: C[O:2][CH:3](OC)[C:4]1[CH:9]=[CH:8][N:7]=[CH:6][C:5]=1[O:10][CH2:11][C:12]1[N:17]=[CH:16][C:15]([C:18]([NH:20][S:21]([CH3:24])(=[O:23])=[O:22])=[O:19])=[CH:14][CH:13]=1.[F:27][C:28]([F:33])([F:32])[C:29]([OH:31])=[O:30]. Product: [F:27][C:28]([F:33])([F:32])[C:29]([OH:31])=[O:30].[CH:3]([C:4]1[CH:9]=[CH:8][N:7]=[CH:6][C:5]=1[O:10][CH2:11][C:12]1[CH:13]=[CH:14][C:15]([C:18]([NH:20][S:21]([CH3:24])(=[O:22])=[O:23])=[O:19])=[CH:16][N:17]=1)=[O:2]. The catalyst class is: 4.